Dataset: Experimentally validated miRNA-target interactions with 360,000+ pairs, plus equal number of negative samples. Task: Binary Classification. Given a miRNA mature sequence and a target amino acid sequence, predict their likelihood of interaction. The protein sequence of the target gene is MAQDQGEKENPMRELRIRKLCLNICVGESGDRLTRAAKVLEQLTGQTPVFSKARYTVRSFGIRRNEKIAVHCTVRGAKAEEILEKGLKVREYELRKNNFSDTGNFGFGIQEHIDLGIKYDPSIGIYGLDFYVVLGRPGFSIADKKRRTGCIGAKHRISKEEAMRWFQQKYDGIILPGK. Result: 0 (no interaction). The miRNA is hsa-miR-4664-3p with sequence CUUCCGGUCUGUGAGCCCCGUC.